From a dataset of Peptide-MHC class I binding affinity with 185,985 pairs from IEDB/IMGT. Regression. Given a peptide amino acid sequence and an MHC pseudo amino acid sequence, predict their binding affinity value. This is MHC class I binding data. The peptide sequence is QKDINTPGY. The MHC is HLA-A03:01 with pseudo-sequence HLA-A03:01. The binding affinity (normalized) is 0.0847.